Predict the product of the given reaction. From a dataset of Forward reaction prediction with 1.9M reactions from USPTO patents (1976-2016). (1) Given the reactants [N+:1]([C:4]1[CH:9]=[CH:8][C:7]([N:10]2[CH2:15][CH2:14][CH2:13][CH2:12][CH2:11]2)=[CH:6][CH:5]=1)([O-])=O, predict the reaction product. The product is: [N:10]1([C:7]2[CH:6]=[CH:5][C:4]([NH2:1])=[CH:9][CH:8]=2)[CH2:15][CH2:14][CH2:13][CH2:12][CH2:11]1. (2) Given the reactants CO[C:3]1[CH2:7][CH2:6][C:5](=[O:8])[CH:4]=1.[CH2:9]([Mg]Cl)[CH2:10][C:11]1[CH:16]=[CH:15][CH:14]=[CH:13][CH:12]=1, predict the reaction product. The product is: [CH2:9]([C:3]1[CH2:7][CH2:6][C:5](=[O:8])[CH:4]=1)[CH2:10][C:11]1[CH:16]=[CH:15][CH:14]=[CH:13][CH:12]=1.